From a dataset of NCI-60 drug combinations with 297,098 pairs across 59 cell lines. Regression. Given two drug SMILES strings and cell line genomic features, predict the synergy score measuring deviation from expected non-interaction effect. (1) Drug 1: C1=CC(=CC=C1C#N)C(C2=CC=C(C=C2)C#N)N3C=NC=N3. Drug 2: C1=NC2=C(N=C(N=C2N1C3C(C(C(O3)CO)O)O)F)N. Cell line: HS 578T. Synergy scores: CSS=1.38, Synergy_ZIP=-2.87, Synergy_Bliss=-6.41, Synergy_Loewe=-0.396, Synergy_HSA=-3.74. (2) Drug 1: CNC(=O)C1=CC=CC=C1SC2=CC3=C(C=C2)C(=NN3)C=CC4=CC=CC=N4. Drug 2: C1=C(C(=O)NC(=O)N1)N(CCCl)CCCl. Cell line: SF-295. Synergy scores: CSS=36.7, Synergy_ZIP=0.681, Synergy_Bliss=3.81, Synergy_Loewe=5.45, Synergy_HSA=5.53. (3) Drug 1: C1=CC(=CC=C1CC(C(=O)O)N)N(CCCl)CCCl.Cl. Drug 2: C1=CC(=CC=C1CCCC(=O)O)N(CCCl)CCCl. Cell line: SN12C. Synergy scores: CSS=35.5, Synergy_ZIP=-5.95, Synergy_Bliss=4.42, Synergy_Loewe=2.54, Synergy_HSA=5.99. (4) Synergy scores: CSS=21.6, Synergy_ZIP=7.00, Synergy_Bliss=14.7, Synergy_Loewe=-43.0, Synergy_HSA=-1.82. Drug 2: C1=CC=C(C(=C1)C(C2=CC=C(C=C2)Cl)C(Cl)Cl)Cl. Drug 1: CC1C(C(CC(O1)OC2CC(CC3=C2C(=C4C(=C3O)C(=O)C5=C(C4=O)C(=CC=C5)OC)O)(C(=O)CO)O)N)O.Cl. Cell line: KM12. (5) Drug 1: CC1C(C(CC(O1)OC2CC(CC3=C2C(=C4C(=C3O)C(=O)C5=C(C4=O)C(=CC=C5)OC)O)(C(=O)C)O)N)O.Cl. Drug 2: CN(C)C1=NC(=NC(=N1)N(C)C)N(C)C. Cell line: NCI/ADR-RES. Synergy scores: CSS=-0.114, Synergy_ZIP=1.06, Synergy_Bliss=0.924, Synergy_Loewe=-1.84, Synergy_HSA=-1.37. (6) Drug 1: C1=CC(=CC=C1C#N)C(C2=CC=C(C=C2)C#N)N3C=NC=N3. Drug 2: COCCOC1=C(C=C2C(=C1)C(=NC=N2)NC3=CC=CC(=C3)C#C)OCCOC.Cl. Cell line: BT-549. Synergy scores: CSS=-2.49, Synergy_ZIP=1.92, Synergy_Bliss=1.55, Synergy_Loewe=-0.0985, Synergy_HSA=-2.55. (7) Cell line: SF-268. Drug 1: CC(C1=C(C=CC(=C1Cl)F)Cl)OC2=C(N=CC(=C2)C3=CN(N=C3)C4CCNCC4)N. Synergy scores: CSS=42.6, Synergy_ZIP=0.822, Synergy_Bliss=2.03, Synergy_Loewe=0.451, Synergy_HSA=0.583. Drug 2: C1=CC(=CC=C1CCCC(=O)O)N(CCCl)CCCl. (8) Drug 1: CC12CCC3C(C1CCC2OP(=O)(O)O)CCC4=C3C=CC(=C4)OC(=O)N(CCCl)CCCl.[Na+]. Drug 2: CC1C(C(CC(O1)OC2CC(CC3=C2C(=C4C(=C3O)C(=O)C5=CC=CC=C5C4=O)O)(C(=O)C)O)N)O. Cell line: BT-549. Synergy scores: CSS=64.2, Synergy_ZIP=21.8, Synergy_Bliss=21.1, Synergy_Loewe=4.45, Synergy_HSA=22.2. (9) Drug 1: CS(=O)(=O)C1=CC(=C(C=C1)C(=O)NC2=CC(=C(C=C2)Cl)C3=CC=CC=N3)Cl. Drug 2: C1C(C(OC1N2C=NC(=NC2=O)N)CO)O. Cell line: OVCAR3. Synergy scores: CSS=10.8, Synergy_ZIP=-6.45, Synergy_Bliss=-3.78, Synergy_Loewe=-8.10, Synergy_HSA=-3.06. (10) Drug 1: CC1=C(C=C(C=C1)C(=O)NC2=CC(=CC(=C2)C(F)(F)F)N3C=C(N=C3)C)NC4=NC=CC(=N4)C5=CN=CC=C5. Drug 2: CC1CCC2CC(C(=CC=CC=CC(CC(C(=O)C(C(C(=CC(C(=O)CC(OC(=O)C3CCCCN3C(=O)C(=O)C1(O2)O)C(C)CC4CCC(C(C4)OC)OCCO)C)C)O)OC)C)C)C)OC. Cell line: MCF7. Synergy scores: CSS=2.57, Synergy_ZIP=3.44, Synergy_Bliss=5.23, Synergy_Loewe=-0.366, Synergy_HSA=0.0122.